This data is from Forward reaction prediction with 1.9M reactions from USPTO patents (1976-2016). The task is: Predict the product of the given reaction. (1) The product is: [CH3:53][N:54]([CH3:55])[CH2:57][CH2:58][NH:59][C:60]([N:22]1[CH2:23][CH2:24][C:19]2[NH:18][C:17]([C:16]3[C:11]4[C:12](=[N:13][C:8]([C:6]5[CH:7]=[C:2]([F:1])[C:3]([OH:47])=[CH:4][C:5]=5[CH2:42][C:43]([F:44])([F:46])[F:45])=[N:9][C:10]=4[NH:26][CH2:27][C:28]4[CH:33]=[C:32]([OH:34])[CH:31]=[CH:30][C:29]=4[N:36]([CH3:41])[S:37]([CH3:40])(=[O:38])=[O:39])[NH:14][N:15]=3)=[N:25][C:20]=2[CH2:21]1)=[O:61]. Given the reactants [F:1][C:2]1[C:3]([O:47]C)=[CH:4][C:5]([CH2:42][C:43]([F:46])([F:45])[F:44])=[C:6]([C:8]2[N:13]=[C:12]3[NH:14][N:15]=[C:16]([C:17]4[NH:18][C:19]5[CH2:24][CH2:23][NH:22][CH2:21][C:20]=5[N:25]=4)[C:11]3=[C:10]([NH:26][CH2:27][C:28]3[CH:33]=[C:32]([O:34]C)[CH:31]=[CH:30][C:29]=3[N:36]([CH3:41])[S:37]([CH3:40])(=[O:39])=[O:38])[N:9]=2)[CH:7]=1.B(Br)(Br)Br.[CH3:53][NH:54][CH3:55].Br[CH2:57][CH2:58][N:59]=[C:60]=[O:61], predict the reaction product. (2) The product is: [CH3:1][N:2]1[CH:10]=[C:9]2[C:4]([CH:5]=[C:6]([C:11]3[C:12]4[C:19]([C:20]([O:22][CH2:42][CH:41]=[CH2:40])=[O:21])=[CH:18][N:17]([CH2:23][O:24][CH2:25][CH2:26][Si:27]([CH3:30])([CH3:29])[CH3:28])[C:13]=4[N:14]=[CH:15][N:16]=3)[CH:7]=[CH:8]2)=[N:3]1. Given the reactants [CH3:1][N:2]1[CH:10]=[C:9]2[C:4]([CH:5]=[C:6]([C:11]3[C:12]4[C:19]([C:20]([OH:22])=[O:21])=[CH:18][N:17]([CH2:23][O:24][CH2:25][CH2:26][Si:27]([CH3:30])([CH3:29])[CH3:28])[C:13]=4[N:14]=[CH:15][N:16]=3)[CH:7]=[CH:8]2)=[N:3]1.CN(C(ON1N=N[C:41]2[CH:42]=CC=N[C:40]1=2)=[N+](C)C)C.F[P-](F)(F)(F)(F)F.C(O)C=C.CCN(C(C)C)C(C)C, predict the reaction product. (3) The product is: [CH3:16][O:15][C:3]1[CH:4]=[C:5]([N:8]2[CH:12]=[C:11]([CH2:13][OH:14])[CH:10]=[N:9]2)[CH:6]=[CH:7][C:2]=1[B:17]1[O:21][C:20]([CH3:23])([CH3:22])[C:19]([CH3:25])([CH3:24])[O:18]1. Given the reactants Br[C:2]1[CH:7]=[CH:6][C:5]([N:8]2[CH:12]=[C:11]([CH2:13][OH:14])[CH:10]=[N:9]2)=[CH:4][C:3]=1[O:15][CH3:16].[B:17]1([B:17]2[O:21][C:20]([CH3:23])([CH3:22])[C:19]([CH3:25])([CH3:24])[O:18]2)[O:21][C:20]([CH3:23])([CH3:22])[C:19]([CH3:25])([CH3:24])[O:18]1.C([O-])(=O)C.[K+], predict the reaction product. (4) The product is: [NH2:17][C:18]1[C:23]([N+:24]([O-:26])=[O:25])=[CH:22][C:21]([C:4]2[CH:5]=[CH:6][C:1]([CH3:10])=[CH:2][CH:3]=2)=[CH:20][N:19]=1. Given the reactants [C:1]1([CH3:10])[CH:6]=[CH:5][C:4](B(O)O)=[CH:3][CH:2]=1.C(=O)([O-])[O-].[Na+].[Na+].[NH2:17][C:18]1[C:23]([N+:24]([O-:26])=[O:25])=[CH:22][C:21](Br)=[CH:20][N:19]=1.O, predict the reaction product.